This data is from Full USPTO retrosynthesis dataset with 1.9M reactions from patents (1976-2016). The task is: Predict the reactants needed to synthesize the given product. The reactants are: C(OC(=O)O[C@H:6]1[CH2:10][C@@H:9]([N:11]2[CH:19]=[N:18][C:17]3[C:12]2=[N:13][C:14]([Cl:21])=[N:15][C:16]=3[Cl:20])[CH:8]=[CH:7]1)C.[NH:23]([C:31]([O:33][C:34]([CH3:37])([CH3:36])[CH3:35])=[O:32])[C:24]([O:26][C:27]([CH3:30])([CH3:29])[CH3:28])=[O:25].C1(P(C2C=CC=CC=2)C2C=CC=CC=2)C=CC=CC=1. Given the product [C:31]([N:23]([C:24]([O:26][C:27]([CH3:30])([CH3:29])[CH3:28])=[O:25])[C@H:6]1[CH2:10][C@@H:9]([N:11]2[CH:19]=[N:18][C:17]3[C:12]2=[N:13][C:14]([Cl:21])=[N:15][C:16]=3[Cl:20])[CH:8]=[CH:7]1)([O:33][C:34]([CH3:36])([CH3:37])[CH3:35])=[O:32], predict the reactants needed to synthesize it.